Dataset: Forward reaction prediction with 1.9M reactions from USPTO patents (1976-2016). Task: Predict the product of the given reaction. (1) Given the reactants [CH3:1][N:2]([CH3:16])[C:3]1[CH:12]=[C:11]([CH:13](O)[CH3:14])[CH:10]=[CH:9][C:4]=1[C:5]([O:7][CH3:8])=[O:6].Cl, predict the reaction product. The product is: [CH3:16][N:2]([CH3:1])[C:3]1[CH:12]=[C:11]([CH2:13][CH3:14])[CH:10]=[CH:9][C:4]=1[C:5]([O:7][CH3:8])=[O:6]. (2) Given the reactants Cl.[OH:2][C@H:3]1[CH2:7][N:6]([C:8]2[N:9]=[C:10]([NH:17][C:18]3[NH:22][N:21]=[C:20]([CH:23]4[CH2:27][CH2:26][CH2:25][CH2:24]4)[CH:19]=3)[C:11]3[CH2:16][CH2:15][CH2:14][C:12]=3[N:13]=2)[C@H:5]([C:28]([OH:30])=O)[CH2:4]1.[NH:31]1[CH2:36][CH2:35][CH2:34][CH2:33][CH2:32]1.CCN=C=NCCCN(C)C.Cl.C1C=CC2N(O)N=NC=2C=1.C(N(CC)C(C)C)(C)C, predict the reaction product. The product is: [CH:23]1([C:20]2[NH:21][N:22]=[C:18]([NH:17][C:10]3[C:11]4[CH2:16][CH2:15][CH2:14][C:12]=4[N:13]=[C:8]([N:6]4[CH2:7][C@H:3]([OH:2])[CH2:4][C@H:5]4[C:28]([N:31]4[CH2:36][CH2:35][CH2:34][CH2:33][CH2:32]4)=[O:30])[N:9]=3)[CH:19]=2)[CH2:24][CH2:25][CH2:26][CH2:27]1. (3) Given the reactants [CH2:1]1[CH:9]2[N:4]([CH2:5][CH:6]=[C:7]([C:10]3[CH:16]=[CH:15][C:13]([NH2:14])=[CH:12][CH:11]=3)[CH2:8]2)[CH2:3][CH2:2]1, predict the reaction product. The product is: [CH2:1]1[CH:9]2[N:4]([CH2:5][CH2:6][CH:7]([C:10]3[CH:11]=[CH:12][C:13]([NH2:14])=[CH:15][CH:16]=3)[CH2:8]2)[CH2:3][CH2:2]1.